This data is from Reaction yield outcomes from USPTO patents with 853,638 reactions. The task is: Predict the reaction yield, written as a fraction of the theoretical maximum amount of product (1.0 means a 100% yield; for example, 0.34 means a 34% yield). (1) The reactants are [C:1]([C:5]1[CH:10]=[CH:9][C:8]([N+:11]([O-:13])=[O:12])=[CH:7][C:6]=1[CH2:14][NH2:15])([CH3:4])([CH3:3])[CH3:2].[CH3:16][C:17]([O:20][C:21](O[C:21]([O:20][C:17]([CH3:19])([CH3:18])[CH3:16])=[O:22])=[O:22])([CH3:19])[CH3:18]. The catalyst is C1COCC1.O. The product is [C:1]([C:5]1[CH:10]=[CH:9][C:8]([N+:11]([O-:13])=[O:12])=[CH:7][C:6]=1[CH2:14][NH:15][C:21](=[O:22])[O:20][C:17]([CH3:19])([CH3:18])[CH3:16])([CH3:4])([CH3:2])[CH3:3]. The yield is 0.780. (2) The yield is 0.966. The catalyst is CN(C=O)C. The reactants are [O:1]1[C:5]2([CH2:10][CH2:9][CH2:8][CH2:7][CH2:6]2)[O:4][CH2:3][C@@H:2]1[CH:11]=[N:12][OH:13].[Cl:14]N1C(=O)CCC1=O.O. The product is [OH:13][N:12]=[C:11]([Cl:14])[C@H:2]1[CH2:3][O:4][C:5]2([CH2:10][CH2:9][CH2:8][CH2:7][CH2:6]2)[O:1]1. (3) The reactants are Cl.[C:2]1([C@@H:8]2[CH2:12][N:11]([CH2:13][C:14]([F:17])([F:16])[F:15])[CH2:10][C@H:9]2[NH2:18])[CH:7]=[CH:6][CH:5]=[CH:4][CH:3]=1.[C:19]1([N:25]2[C:29]([NH:30][C:31](=O)[O:32]C3C=CC=CC=3)=[C:28]3[CH2:40][CH2:41][CH2:42][C:27]3=[N:26]2)[CH:24]=[CH:23][CH:22]=[CH:21][CH:20]=1.CCN(C(C)C)C(C)C. The catalyst is CN(C=O)C. The product is [C:2]1([C@@H:8]2[CH2:12][N:11]([CH2:13][C:14]([F:15])([F:16])[F:17])[CH2:10][C@H:9]2[NH:18][C:31]([NH:30][C:29]2[N:25]([C:19]3[CH:20]=[CH:21][CH:22]=[CH:23][CH:24]=3)[N:26]=[C:27]3[CH2:42][CH2:41][CH2:40][C:28]=23)=[O:32])[CH:3]=[CH:4][CH:5]=[CH:6][CH:7]=1. The yield is 0.825.